Dataset: Full USPTO retrosynthesis dataset with 1.9M reactions from patents (1976-2016). Task: Predict the reactants needed to synthesize the given product. (1) Given the product [Br:1][C:2]1[C:3]([Cl:13])=[C:4]([C:8]([OH:10])=[O:9])[S:5][C:6]=1[Br:7], predict the reactants needed to synthesize it. The reactants are: [Br:1][C:2]1[C:3]([Cl:13])=[C:4]([C:8]([O:10]CC)=[O:9])[S:5][C:6]=1[Br:7].[OH-].[Li+].C1COCC1.Cl. (2) The reactants are: [CH3:1][O:2][C:3]1[CH:4]=[C:5]([C:11]2[CH:20]=[C:19]3[C:14]([CH:15]=[CH:16][CH:17]=[N:18]3)=[C:13](OS(C(F)(F)F)(=O)=O)[N:12]=2)[CH:6]=[CH:7][C:8]=1[O:9][CH3:10].[NH2:29][CH2:30][C:31]1[O:35][C:34](=[O:36])[NH:33][N:32]=1.C(NC(C)C)(C)C. Given the product [CH3:1][O:2][C:3]1[CH:4]=[C:5]([C:11]2[CH:20]=[C:19]3[C:14]([CH:15]=[CH:16][CH:17]=[N:18]3)=[C:13]([NH:29][CH2:30][C:31]3[O:35][C:34](=[O:36])[NH:33][N:32]=3)[N:12]=2)[CH:6]=[CH:7][C:8]=1[O:9][CH3:10], predict the reactants needed to synthesize it. (3) Given the product [F:33][C:32]1[CH:31]=[CH:30][CH:29]=[C:28]([OH:34])[C:27]=1[C:18]1[N:17]=[C:16]([N:13]2[CH2:14][CH2:15][C@@H:11]([NH:10][C:36](=[O:37])[O:38][C@H:39]3[CH2:43][CH2:42][O:41][CH2:40]3)[CH2:12]2)[C:25]2[C:20](=[CH:21][C:22]([CH3:26])=[CH:23][CH:24]=2)[N:19]=1, predict the reactants needed to synthesize it. The reactants are: C(N(C(C)C)C(C)C)C.[NH2:10][C@@H:11]1[CH2:15][CH2:14][N:13]([C:16]2[C:25]3[C:20](=[CH:21][C:22]([CH3:26])=[CH:23][CH:24]=3)[N:19]=[C:18]([C:27]3[C:32]([F:33])=[CH:31][CH:30]=[CH:29][C:28]=3[OH:34])[N:17]=2)[CH2:12]1.Cl[C:36]([O:38][C@H:39]1[CH2:43][CH2:42][O:41][CH2:40]1)=[O:37].